Predict the reactants needed to synthesize the given product. From a dataset of Full USPTO retrosynthesis dataset with 1.9M reactions from patents (1976-2016). (1) Given the product [F:1][C:2]1[CH:7]=[CH:6][C:5]([C:8]2[C:16]([C:17]3[CH:22]=[CH:21][N:20]=[CH:19][N:18]=3)=[C:11]3[CH:12]=[CH:13][CH:14]=[C:15]([CH3:23])[N:10]3[N:9]=2)=[CH:4][CH:3]=1, predict the reactants needed to synthesize it. The reactants are: [F:1][C:2]1[CH:7]=[CH:6][C:5]([C:8]2[C:16]([C:17]3[CH:22]=[CH:21][N:20]=[CH:19][N:18]=3)=[C:11]3[CH:12]=[CH:13][CH:14]=[CH:15][N:10]3[N:9]=2)=[CH:4][CH:3]=1.[CH:23]([N-]C(C)C)(C)C.[Li+].CI.CCCCCC.C(OCC)(=O)C. (2) Given the product [Cl:1][C:2]1[CH:3]=[CH:4][C:5]([C:42]#[N:43])=[C:6]([C:8]2[C:13]([O:14][CH3:15])=[CH:12][N:11]([CH:16]([CH2:33][C:34]3([C:37]([F:39])([F:40])[F:38])[CH2:36][CH2:35]3)[C:17]([NH:19][C:20]3[CH:32]=[CH:31][C:23]([C:24]([OH:26])=[O:25])=[CH:22][CH:21]=3)=[O:18])[C:10](=[O:41])[CH:9]=2)[CH:7]=1, predict the reactants needed to synthesize it. The reactants are: [Cl:1][C:2]1[CH:3]=[CH:4][C:5]([C:42]#[N:43])=[C:6]([C:8]2[C:13]([O:14][CH3:15])=[CH:12][N:11]([CH:16]([CH2:33][C:34]3([C:37]([F:40])([F:39])[F:38])[CH2:36][CH2:35]3)[C:17]([NH:19][C:20]3[CH:32]=[CH:31][C:23]([C:24]([O:26]C(C)(C)C)=[O:25])=[CH:22][CH:21]=3)=[O:18])[C:10](=[O:41])[CH:9]=2)[CH:7]=1.FC(F)(F)C(O)=O. (3) Given the product [F:1][C:2]1[CH:3]=[C:4]([C:8]2[C:17]3[C:12](=[CH:13][CH:14]=[C:15]([O:18][CH3:19])[CH:16]=3)[C:11](=[O:20])[N:10]([CH3:21])[C:9]=2[C:22]([N:26]([CH3:27])[CH3:25])=[O:24])[CH:5]=[CH:6][CH:7]=1, predict the reactants needed to synthesize it. The reactants are: [F:1][C:2]1[CH:3]=[C:4]([C:8]2[C:17]3[C:12](=[CH:13][CH:14]=[C:15]([O:18][CH3:19])[CH:16]=3)[C:11](=[O:20])[N:10]([CH3:21])[C:9]=2[C:22]([OH:24])=O)[CH:5]=[CH:6][CH:7]=1.[CH3:25][NH:26][CH3:27]. (4) Given the product [CH2:6]([C:8]([CH2:10][CH3:11])=[C:2]1[CH:1]=[CH:5][CH:4]=[CH:3]1)[CH3:7], predict the reactants needed to synthesize it. The reactants are: [CH:1]1[CH2:5][CH:4]=[CH:3][CH:2]=1.[CH2:6]([C:8]([CH2:10][CH3:11])=O)[CH3:7].N1CCCC1. (5) Given the product [N+:14]([C:11]1[CH:12]=[CH:13][C:7]2[O:6][C:5]([CH2:4][OH:1])=[N:9][C:8]=2[CH:10]=1)([O-:16])=[O:15], predict the reactants needed to synthesize it. The reactants are: [OH-:1].[Na+].Cl[CH2:4][C:5]1[O:6][C:7]2[CH:13]=[CH:12][C:11]([N+:14]([O-:16])=[O:15])=[CH:10][C:8]=2[N:9]=1. (6) Given the product [NH2:10][C:11]1[CH:16]=[CH:15][CH:14]=[CH:13][C:12]=1[NH:17][C:8]([NH:7][C:3]1[C:2]([CH3:1])=[CH:6][S:5][CH:4]=1)=[S:9], predict the reactants needed to synthesize it. The reactants are: [CH3:1][C:2]1[C:3]([N:7]=[C:8]=[S:9])=[CH:4][S:5][CH:6]=1.[NH2:10][C:11]1[CH:16]=[CH:15][CH:14]=[CH:13][C:12]=1[NH2:17]. (7) Given the product [I-:22].[C:11]([O:15][C:16]([N:18]1[CH2:21][CH:20]([Zn+:1])[CH2:19]1)=[O:17])([CH3:14])([CH3:13])[CH3:12], predict the reactants needed to synthesize it. The reactants are: [Zn:1].C[Si](Cl)(C)C.BrCCBr.[C:11]([O:15][C:16]([N:18]1[CH2:21][CH:20]([I:22])[CH2:19]1)=[O:17])([CH3:14])([CH3:13])[CH3:12]. (8) Given the product [NH2:16][C:13]1[CH:14]=[CH:15][C:10]([C:9]([NH:8][CH2:7][CH2:6][O:5][C:4]2[CH:22]=[CH:23][CH:24]=[CH:25][C:3]=2[O:2][CH3:1])=[O:21])=[CH:11][C:12]=1[NH:19][CH3:20], predict the reactants needed to synthesize it. The reactants are: [CH3:1][O:2][C:3]1[CH:25]=[CH:24][CH:23]=[CH:22][C:4]=1[O:5][CH2:6][CH2:7][NH:8][C:9](=[O:21])[C:10]1[CH:15]=[CH:14][C:13]([N+:16]([O-])=O)=[C:12]([NH:19][CH3:20])[CH:11]=1. (9) Given the product [N:39]([CH2:6][CH2:7][CH2:8][CH2:9][N:10]([C:11]1[CH:12]=[N:13][N:14]([CH3:36])[C:15]=1[NH:16][C:17]([C:30]1[CH:35]=[CH:34][CH:33]=[CH:32][CH:31]=1)([C:24]1[CH:29]=[CH:28][CH:27]=[CH:26][CH:25]=1)[C:18]1[CH:23]=[CH:22][CH:21]=[CH:20][CH:19]=1)[CH:37]=[O:38])=[N+:40]=[N-:41], predict the reactants needed to synthesize it. The reactants are: CS(O[CH2:6][CH2:7][CH2:8][CH2:9][N:10]([CH:37]=[O:38])[C:11]1[CH:12]=[N:13][N:14]([CH3:36])[C:15]=1[NH:16][C:17]([C:30]1[CH:35]=[CH:34][CH:33]=[CH:32][CH:31]=1)([C:24]1[CH:29]=[CH:28][CH:27]=[CH:26][CH:25]=1)[C:18]1[CH:23]=[CH:22][CH:21]=[CH:20][CH:19]=1)(=O)=O.[N-:39]=[N+:40]=[N-:41].[Na+].O.